This data is from Reaction yield outcomes from USPTO patents with 853,638 reactions. The task is: Predict the reaction yield, written as a fraction of the theoretical maximum amount of product (1.0 means a 100% yield; for example, 0.34 means a 34% yield). (1) The reactants are Cl[CH2:2][CH2:3][CH2:4][CH2:5][N:6]1[C:11]2=[CH:12][C:13]3[C:14]([NH:22][C:23]4[CH:28]=[CH:27][C:26]([F:29])=[C:25]([Cl:30])[CH:24]=4)=[C:15]([C:20]#[N:21])[CH:16]=[N:17][C:18]=3[CH:19]=[C:10]2[O:9][CH2:8][CH2:7]1.[I-].[Na+].[CH3:33][NH:34][CH3:35].O1CCCC1.C(=O)(O)[O-].[Na+]. The catalyst is CN(C)C=O.[I-].C([N+](CCCC)(CCCC)CCCC)CCC.C(OCC)(=O)C. The product is [Cl:30][C:25]1[CH:24]=[C:23]([CH:28]=[CH:27][C:26]=1[F:29])[NH:22][C:14]1[C:13]2[CH:12]=[C:11]3[N:6]([CH2:5][CH2:4][CH2:3][CH2:2][N:34]([CH3:35])[CH3:33])[CH2:7][CH2:8][O:9][C:10]3=[CH:19][C:18]=2[N:17]=[CH:16][C:15]=1[C:20]#[N:21]. The yield is 0.580. (2) The reactants are [CH2:1]([CH:3]([CH2:8][CH3:9])[CH2:4][C:5]([OH:7])=O)[CH3:2].S(Cl)(Cl)=O.[CH3:14][C:15]1[CH:20]=[C:19]([N:21]2[CH2:26][CH2:25][O:24][CH2:23][CH2:22]2)[CH:18]=[C:17]([CH3:27])[C:16]=1[NH2:28].C(=O)(O)[O-].[Na+].[Cl-].[Na+].O.O. The catalyst is C(#N)C. The product is [CH3:14][C:15]1[CH:20]=[C:19]([N:21]2[CH2:26][CH2:25][O:24][CH2:23][CH2:22]2)[CH:18]=[C:17]([CH3:27])[C:16]=1[NH:28][C:5](=[O:7])[CH2:4][CH:3]([CH2:1][CH3:2])[CH2:8][CH3:9]. The yield is 0.300. (3) The catalyst is CC(N(C)C)=O. The reactants are [CH3:1][C:2]1([CH3:16])[CH2:10][C:9]2[NH:8][N:7]=[C:6]([C:11]([F:14])([F:13])[F:12])[C:5]=2[C:4](=[O:15])[CH2:3]1.[H-].[Na+].[OH:19][CH:20]([CH2:32][OH:33])[CH2:21][NH:22][C:23]1[CH:30]=[C:29](F)[CH:28]=[CH:27][C:24]=1[C:25]#[N:26].[NH4+].[Cl-]. The yield is 0.970. The product is [OH:19][CH:20]([CH2:32][OH:33])[CH2:21][NH:22][C:23]1[CH:30]=[C:29]([N:8]2[C:9]3[CH2:10][C:2]([CH3:16])([CH3:1])[CH2:3][C:4](=[O:15])[C:5]=3[C:6]([C:11]([F:14])([F:13])[F:12])=[N:7]2)[CH:28]=[CH:27][C:24]=1[C:25]#[N:26]. (4) The reactants are [NH2:1][C:2]1[CH:7]=[CH:6][CH:5]=[CH:4][CH:3]=1.[O:8]1[CH2:12][CH2:11][CH2:10][CH2:9]1.C(N(CC)CC)C.[Cl-]. The catalyst is O. The product is [C:2]1([NH:1][C:9](=[O:8])[CH2:10][CH2:11][CH3:12])[CH:7]=[CH:6][CH:5]=[CH:4][CH:3]=1. The yield is 0.920. (5) The reactants are [C:1]([N:8]1[CH2:13][CH2:12][CH2:11][CH:10]([CH:14]=O)[CH2:9]1)([O:3][C:4]([CH3:7])([CH3:6])[CH3:5])=[O:2].[CH3:16]OP(C=[N+]=[N-])(=O)OC.C([O-])([O-])=O.[K+].[K+]. The catalyst is CO. The product is [C:1]([N:8]1[CH2:13][CH2:12][CH2:11][CH:10]([C:14]#[CH:16])[CH2:9]1)([O:3][C:4]([CH3:7])([CH3:6])[CH3:5])=[O:2]. The yield is 1.00.